Regression. Given a peptide amino acid sequence and an MHC pseudo amino acid sequence, predict their binding affinity value. This is MHC class I binding data. From a dataset of Peptide-MHC class I binding affinity with 185,985 pairs from IEDB/IMGT. (1) The peptide sequence is RQFPMAFEF. The MHC is Mamu-B52 with pseudo-sequence Mamu-B52. The binding affinity (normalized) is 0.958. (2) The peptide sequence is YQAVVPLVY. The MHC is HLA-B08:01 with pseudo-sequence HLA-B08:01. The binding affinity (normalized) is 0.